This data is from Reaction yield outcomes from USPTO patents with 853,638 reactions. The task is: Predict the reaction yield, written as a fraction of the theoretical maximum amount of product (1.0 means a 100% yield; for example, 0.34 means a 34% yield). (1) The reactants are C([O:3][C:4]([C:6]([CH3:37])([O:8][C:9]1[CH:14]=[CH:13][C:12]([CH2:15][CH2:16][CH2:17][C:18]([NH:20][N:21]([CH2:28][C:29]2[CH:34]=[CH:33][C:32]([Cl:35])=[C:31]([Cl:36])[CH:30]=2)[C:22]([NH:24][CH2:25][CH2:26][CH3:27])=[O:23])=[O:19])=[CH:11][CH:10]=1)[CH3:7])=[O:5])C.[OH-].[Na+]. The catalyst is CO. The product is [C:4]([C:6]([CH3:37])([O:8][C:9]1[CH:14]=[CH:13][C:12]([CH2:15][CH2:16][CH2:17][C:18]([NH:20][N:21]([CH2:28][C:29]2[CH:34]=[CH:33][C:32]([Cl:35])=[C:31]([Cl:36])[CH:30]=2)[C:22]([NH:24][CH2:25][CH2:26][CH3:27])=[O:23])=[O:19])=[CH:11][CH:10]=1)[CH3:7])([OH:5])=[O:3]. The yield is 0.960. (2) The reactants are [F:1][C:2]1[CH:27]=[CH:26][C:5]([CH2:6][O:7][C:8]2[C:17]3[C:16]([CH3:19])([CH3:18])[CH2:15][CH2:14][C:13]([CH3:21])([CH3:20])[C:12]=3[CH:11]=[C:10]([CH:22]([OH:25])[C:23]#[CH:24])[CH:9]=2)=[CH:4][CH:3]=1.I[C:29]1[CH:37]=[CH:36][C:32]([C:33]([OH:35])=[O:34])=[CH:31][CH:30]=1. The catalyst is [Cu](I)I.Cl[Pd](Cl)([P](C1C=CC=CC=1)(C1C=CC=CC=1)C1C=CC=CC=1)[P](C1C=CC=CC=1)(C1C=CC=CC=1)C1C=CC=CC=1. The product is [F:1][C:2]1[CH:3]=[CH:4][C:5]([CH2:6][O:7][C:8]2[C:17]3[C:16]([CH3:18])([CH3:19])[CH2:15][CH2:14][C:13]([CH3:21])([CH3:20])[C:12]=3[CH:11]=[C:10]([CH:22]([OH:25])[C:23]#[C:24][C:29]3[CH:37]=[CH:36][C:32]([C:33]([OH:35])=[O:34])=[CH:31][CH:30]=3)[CH:9]=2)=[CH:26][CH:27]=1. The yield is 0.670. (3) The reactants are [Br:1][C:2]1[CH:7]=[CH:6][N:5]=[C:4]([CH2:8]Br)[CH:3]=1.[CH3:10][S:11][Na]. The catalyst is CN(C)C=O.C(OCC)(=O)C. The product is [Br:1][C:2]1[CH:7]=[CH:6][N:5]=[C:4]([CH2:8][S:11][CH3:10])[CH:3]=1. The yield is 0.126. (4) The reactants are [Cl:1][C:2]1[CH:7]=[C:6]([N+:8]([O-])=O)[C:5]([O:11][CH3:12])=[CH:4][C:3]=1[N:13]1[CH2:18][CH2:17][N:16]([CH2:19][CH2:20][S:21]([CH3:24])(=[O:23])=[O:22])[CH2:15][CH2:14]1.CCOC(C)=O. The catalyst is CCO.[Pt]. The product is [Cl:1][C:2]1[C:3]([N:13]2[CH2:18][CH2:17][N:16]([CH2:19][CH2:20][S:21]([CH3:24])(=[O:23])=[O:22])[CH2:15][CH2:14]2)=[CH:4][C:5]([O:11][CH3:12])=[C:6]([CH:7]=1)[NH2:8]. The yield is 0.690.